This data is from Forward reaction prediction with 1.9M reactions from USPTO patents (1976-2016). The task is: Predict the product of the given reaction. (1) Given the reactants [O:1]1[C:9]2[CH:8]=[CH:7][N:6]=[CH:5][C:4]=2[N:3]=[C:2]1[C:10]1[C:11]([NH2:16])=[N:12][CH:13]=[CH:14][N:15]=1.[Br:17]N1C(=O)CCC1=O, predict the reaction product. The product is: [Br:17][C:14]1[N:15]=[C:10]([C:2]2[O:1][C:9]3[CH:8]=[CH:7][N:6]=[CH:5][C:4]=3[N:3]=2)[C:11]([NH2:16])=[N:12][CH:13]=1. (2) The product is: [CH2:1]([N:3]([CH2:4][C:5]1[S:9][C:8](/[CH:10]=[CH:11]/[C:12]([NH:14][CH:15]([C:20]2[CH:25]=[CH:24][CH:23]=[C:22]([C:26]([F:27])([F:29])[F:28])[CH:21]=2)[C:16]([F:17])([F:18])[F:19])=[O:13])=[CH:7][C:6]=1[CH3:30])[C:60](=[O:61])[CH2:59][S:56]([CH3:55])(=[O:58])=[O:57])[CH3:2]. Given the reactants [CH2:1]([NH:3][CH2:4][C:5]1[S:9][C:8](/[CH:10]=[CH:11]/[C:12]([NH:14][CH:15]([C:20]2[CH:25]=[CH:24][CH:23]=[C:22]([C:26]([F:29])([F:28])[F:27])[CH:21]=2)[C:16]([F:19])([F:18])[F:17])=[O:13])=[CH:7][C:6]=1[CH3:30])[CH3:2].CN(C(ON1N=NC2C=CC=NC1=2)=[N+](C)C)C.F[P-](F)(F)(F)(F)F.[CH3:55][S:56]([CH2:59][C:60](O)=[O:61])(=[O:58])=[O:57].CCN(CC)CC, predict the reaction product. (3) Given the reactants [CH2:1]([O:4][C:5]1[C:10]([CH3:11])=[CH:9][C:8](Br)=[CH:7][C:6]=1[CH3:13])[CH:2]=[CH2:3].[Li]CCCC.C[O:20][C:21](=O)[O:22]C, predict the reaction product. The product is: [CH2:1]([O:4][C:5]1[C:10]([CH3:11])=[CH:9][C:8]([C:21]([OH:22])=[O:20])=[CH:7][C:6]=1[CH3:13])[CH:2]=[CH2:3]. (4) Given the reactants Br[C:2]1[C:10]2[C:5](=[N:6][CH:7]=[N:8][C:9]=2[NH:11][C:12]2[CH:13]=[C:14]3[C:18](=[CH:19][CH:20]=2)[NH:17][N:16]=[CH:15]3)[NH:4][N:3]=1.[F:21][C:22]1[CH:27]=[CH:26][C:25](B(O)O)=[CH:24][CH:23]=1, predict the reaction product. The product is: [F:21][C:22]1[CH:27]=[CH:26][C:25]([C:2]2[C:10]3[C:5](=[N:6][CH:7]=[N:8][C:9]=3[NH:11][C:12]3[CH:13]=[C:14]4[C:18](=[CH:19][CH:20]=3)[NH:17][N:16]=[CH:15]4)[NH:4][N:3]=2)=[CH:24][CH:23]=1. (5) Given the reactants [Cl:1][C:2]1[O:6][N:5]=[C:4]([C:7]([OH:9])=O)[CH:3]=1.O=S(Cl)[Cl:12], predict the reaction product. The product is: [Cl:1][C:2]1[O:6][N:5]=[C:4]([C:7]([Cl:12])=[O:9])[CH:3]=1. (6) Given the reactants [F:1][C:2]1[CH:8]=[CH:7][C:5]([NH2:6])=[CH:4][C:3]=1[C:9]([F:12])([F:11])[F:10].[O-:13][C:14]#[N:15].[K+], predict the reaction product. The product is: [F:1][C:2]1[CH:8]=[CH:7][C:5]([NH:6][C:14]([NH2:15])=[O:13])=[CH:4][C:3]=1[C:9]([F:10])([F:11])[F:12]. (7) Given the reactants FC(F)(F)S(O[CH2:7][C@H:8]([CH3:11])[CH2:9][F:10])(=O)=O.[CH3:14][C:15]1([CH3:41])[NH:27][CH:26]([C:28]2[CH:33]=[CH:32][C:31](/[CH:34]=[CH:35]/[C:36]([O:38][CH3:39])=[O:37])=[CH:30][C:29]=2[F:40])[C:18]2[NH:19][C:20]3[C:25]([C:17]=2[CH2:16]1)=[CH:24][CH:23]=[CH:22][CH:21]=3.C(N(C(C)C)C(C)C)C, predict the reaction product. The product is: [F:40][C:29]1[CH:30]=[C:31](/[CH:34]=[CH:35]/[C:36]([O:38][CH3:39])=[O:37])[CH:32]=[CH:33][C:28]=1[CH:26]1[C:18]2[NH:19][C:20]3[C:25]([C:17]=2[CH2:16][C:15]([CH3:41])([CH3:14])[N:27]1[CH2:7][C@H:8]([CH3:11])[CH2:9][F:10])=[CH:24][CH:23]=[CH:22][CH:21]=3.